From a dataset of Forward reaction prediction with 1.9M reactions from USPTO patents (1976-2016). Predict the product of the given reaction. (1) Given the reactants [C:1](O)(C(F)(F)F)=O.[O:8]1[C:17]2[C:12](=[CH:13][CH:14]=[CH:15][CH:16]=2)[C@H:11]([NH:18][C:19]2[C:24]([N+:25]([O-])=O)=[CH:23][N:22]=[C:21]([NH:28][C:29]3[CH:34]=[C:33]([F:35])[CH:32]=[CH:31][C:30]=3[NH:36][C:37](=O)OC(C)(C)C)[N:20]=2)[CH2:10][CH2:9]1, predict the reaction product. The product is: [O:8]1[C:17]2[C:12](=[CH:13][CH:14]=[CH:15][CH:16]=2)[C@H:11]([N:18]2[CH:1]=[N:25][C:24]3[C:19]2=[N:20][C:21]([N:28]2[C:29]4[CH:34]=[C:33]([F:35])[CH:32]=[CH:31][C:30]=4[N:36]=[CH:37]2)=[N:22][CH:23]=3)[CH2:10][CH2:9]1. (2) Given the reactants Cl.[NH2:2][CH2:3][C@@H:4]1[O:8][C:7](=[O:9])[N:6]([C:10]2[CH:15]=[CH:14][C:13]([N:16]3[CH2:21][CH2:20][O:19][CH2:18][C:17]3=[O:22])=[CH:12][CH:11]=2)[CH2:5]1.C(N(CC)CC)C.[Cl:30][C:31]1[S:35][C:34]([C:36](Cl)=[O:37])=[CH:33][CH:32]=1, predict the reaction product. The product is: [Cl:30][C:31]1[S:35][C:34]([C:36]([NH:2][CH2:3][C@@H:4]2[O:8][C:7](=[O:9])[N:6]([C:10]3[CH:15]=[CH:14][C:13]([N:16]4[CH2:21][CH2:20][O:19][CH2:18][C:17]4=[O:22])=[CH:12][CH:11]=3)[CH2:5]2)=[O:37])=[CH:33][CH:32]=1. (3) Given the reactants [Cl:1][C:2]1[CH:7]=[CH:6][C:5]([NH:8]C(=O)OC(C)(C)C)=[CH:4][C:3]=1[NH:16][C:17](=[O:22])[CH2:18][CH2:19][CH2:20]Cl.NC1C=C(NC(=O)OC(C)(C)C)C=CC=1Cl.ClCCCC(Cl)=O.C(N(CC)C(C)C)(C)C, predict the reaction product. The product is: [NH2:8][C:5]1[CH:6]=[CH:7][C:2]([Cl:1])=[C:3]([N:16]2[CH2:20][CH2:19][CH2:18][C:17]2=[O:22])[CH:4]=1. (4) The product is: [CH2:25]([N:27]1[CH2:28][CH2:29][N:30]([CH2:33][C:34]2[CH:42]=[CH:41][C:37]([C:38]([NH:18][C:17]3[CH:19]=[CH:20][C:21]([CH3:22])=[C:15]([NH:14][C:10]4[N:9]=[C:8]([C:4]5[CH:5]=[N:6][CH:7]=[C:2]([Br:1])[CH:3]=5)[CH:13]=[CH:12][N:11]=4)[CH:16]=3)=[O:39])=[CH:36][C:35]=2[C:43]([F:46])([F:44])[F:45])[CH2:31][CH2:32]1)[CH3:26]. Given the reactants [Br:1][C:2]1[CH:3]=[C:4]([C:8]2[CH:13]=[CH:12][N:11]=[C:10]([NH:14][C:15]3[CH:16]=[C:17]([CH:19]=[CH:20][C:21]=3[CH3:22])[NH2:18])[N:9]=2)[CH:5]=[N:6][CH:7]=1.Cl.Cl.[CH2:25]([N:27]1[CH2:32][CH2:31][N:30]([CH2:33][C:34]2[CH:42]=[CH:41][C:37]([C:38](Cl)=[O:39])=[CH:36][C:35]=2[C:43]([F:46])([F:45])[F:44])[CH2:29][CH2:28]1)[CH3:26], predict the reaction product. (5) Given the reactants [N:1]1([C:7]([N:9]2[CH2:14][CH:13]([C:15]3[CH:20]=[CH:19][C:18]([O:21][C:22]([F:25])([F:24])[F:23])=[CH:17][CH:16]=3)[CH2:12][CH:11]([C:26](O)=[O:27])[CH2:10]2)=[O:8])[CH2:6][CH2:5][O:4][CH2:3][CH2:2]1.O[NH:30][C:31]([C:33]1[N:38]=[CH:37][CH:36]=[CH:35][N:34]=1)=[NH:32], predict the reaction product. The product is: [N:1]1([C:7]([N:9]2[CH2:14][CH:13]([C:15]3[CH:16]=[CH:17][C:18]([O:21][C:22]([F:25])([F:24])[F:23])=[CH:19][CH:20]=3)[CH2:12][CH:11]([C:26]3[O:27][N:32]=[C:31]([C:33]4[N:38]=[CH:37][CH:36]=[CH:35][N:34]=4)[N:30]=3)[CH2:10]2)=[O:8])[CH2:6][CH2:5][O:4][CH2:3][CH2:2]1.